Predict the product of the given reaction. From a dataset of Forward reaction prediction with 1.9M reactions from USPTO patents (1976-2016). (1) Given the reactants [NH2:1][CH2:2][CH2:3][CH2:4][OH:5].[C:6](=N)([C:13]1[CH:18]=[CH:17][CH:16]=[CH:15][CH:14]=1)[C:7]1[CH:12]=[CH:11][CH:10]=[CH:9][CH:8]=1, predict the reaction product. The product is: [C:7]1([C:6](=[N:1][CH2:2][CH2:3][CH2:4][OH:5])[C:13]2[CH:14]=[CH:15][CH:16]=[CH:17][CH:18]=2)[CH:12]=[CH:11][CH:10]=[CH:9][CH:8]=1. (2) Given the reactants [CH2:1]([O:8][C:9]1[CH:14]=[CH:13][C:12]([C:15]2[N:16]([CH:29]3[CH2:34][CH2:33][CH2:32][CH2:31][CH2:30]3)[CH:17]=[C:18](/[CH:20]=[CH:21]/[C:22]([O:24]C(C)(C)C)=[O:23])[N:19]=2)=[CH:11][CH:10]=1)[C:2]1[CH:7]=[CH:6][CH:5]=[CH:4][CH:3]=1.FC(F)(F)C(O)=O, predict the reaction product. The product is: [CH2:1]([O:8][C:9]1[CH:10]=[CH:11][C:12]([C:15]2[N:16]([CH:29]3[CH2:34][CH2:33][CH2:32][CH2:31][CH2:30]3)[CH:17]=[C:18](/[CH:20]=[CH:21]/[C:22]([OH:24])=[O:23])[N:19]=2)=[CH:13][CH:14]=1)[C:2]1[CH:3]=[CH:4][CH:5]=[CH:6][CH:7]=1. (3) Given the reactants C(OC([N:11]1[CH2:15][CH2:14][CH2:13][C@@H:12]1[C:16]([N:18]1[CH2:23][CH2:22][CH:21]([CH2:24][C:25]2[CH:30]=[CH:29][CH:28]=[CH:27][CH:26]=2)[CH2:20][CH2:19]1)=[O:17])=O)C1C=CC=CC=1, predict the reaction product. The product is: [CH2:24]([CH:21]1[CH2:22][CH2:23][N:18]([C:16]([C@H:12]2[CH2:13][CH2:14][CH2:15][NH:11]2)=[O:17])[CH2:19][CH2:20]1)[C:25]1[CH:26]=[CH:27][CH:28]=[CH:29][CH:30]=1. (4) Given the reactants ON1[C:6](=O)[C:5]2=[CH:8][CH:9]=[CH:10][CH:11]=[C:4]2[C:3]1=[O:12].C(OOC(C)(C)C)(C)(C)C.[CH2:23]1[CH2:30][CH2:29][CH2:28][CH2:27][CH2:26][CH2:25][CH2:24]1, predict the reaction product. The product is: [CH:3]1([OH:12])[CH2:4][CH2:11][CH2:10][CH2:9][CH2:8][CH2:5][CH2:6]1.[C:3]1(=[O:12])[CH2:4][CH2:11][CH2:10][CH2:9][CH2:8][CH2:5][CH2:6]1.[CH2:23]1[CH2:30][CH2:29][CH2:28][CH2:27][CH2:26][CH2:25][CH2:24]1. (5) Given the reactants C([O:8][C:9]1[CH:14]=[CH:13][C:12]([N+:15]([O-])=O)=[C:11]([F:18])[C:10]=1[F:19])C1C=CC=CC=1.C(OC1C(F)=C(F)C=CC=1[N+]([O-])=O)C1C=CC=CC=1, predict the reaction product. The product is: [NH2:15][C:12]1[CH:13]=[CH:14][C:9]([OH:8])=[C:10]([F:19])[C:11]=1[F:18]. (6) The product is: [CH2:28]([C:32]1([CH3:38])[CH2:33][CH2:34][N:35]([C:17]2[N:16]3[N:19]=[C:20]([C:22]([O:24][CH2:25][CH3:26])=[O:23])[CH:21]=[C:15]3[N:14]=[C:13]([CH3:27])[C:12]=2[C@H:6]([O:5][C:1]([CH3:4])([CH3:3])[CH3:2])[C:7]([O:9][CH2:10][CH3:11])=[O:8])[CH2:36][CH2:37]1)[CH2:29][CH:30]=[CH2:31]. Given the reactants [C:1]([O:5][C@@H:6]([C:12]1[C:13]([CH3:27])=[N:14][C:15]2[N:16]([N:19]=[C:20]([C:22]([O:24][CH2:25][CH3:26])=[O:23])[CH:21]=2)[C:17]=1I)[C:7]([O:9][CH2:10][CH3:11])=[O:8])([CH3:4])([CH3:3])[CH3:2].[CH2:28]([C:32]1([CH3:38])[CH2:37][CH2:36][NH:35][CH2:34][CH2:33]1)[CH2:29][CH:30]=[CH2:31].Cl.CCN(C(C)C)C(C)C, predict the reaction product. (7) Given the reactants [CH:1]1[CH:2]=[CH:3][C:4]2[NH:11][C:9](=[O:10])[CH:8]=[C:7]([CH2:12][CH:13]([NH:17][C:18]([C:20]3[CH:21]=[CH:22][C:23]([Cl:26])=[CH:24][CH:25]=3)=[O:19])[C:14]([OH:16])=[O:15])[C:5]=2[CH:6]=1.[CH:27]([O:29][CH2:30][CH2:31]Cl)=[CH2:28], predict the reaction product. The product is: [Cl:26][C:23]1[CH:24]=[CH:25][C:20]([C:18]([NH:17][CH:13]([CH2:12][C:7]2[C:5]3[C:4](=[CH:3][CH:2]=[CH:1][CH:6]=3)[NH:11][C:9](=[O:10])[CH:8]=2)[C:14]([O:16][CH2:31][CH2:30][O:29][CH:27]=[CH2:28])=[O:15])=[O:19])=[CH:21][CH:22]=1. (8) Given the reactants [S:1]1[CH2:5][C:4](=O)[NH:3][C:2]1=O.P(Br)(Br)([Br:10])=O.CN(C)[CH:15]=[O:16].[BrH:18], predict the reaction product. The product is: [Br:18][C:2]1[S:1][C:5]([CH:15]=[O:16])=[C:4]([Br:10])[N:3]=1. (9) Given the reactants [Br:1][C:2]1[CH:30]=[CH:29][C:5]([CH2:6][C@@H:7]([C:26]([OH:28])=O)[NH:8][C:9]([C@H:11]2[CH2:16][CH2:15][C@H:14]([CH2:17][NH:18][C:19]([O:21][C:22]([CH3:25])([CH3:24])[CH3:23])=[O:20])[CH2:13][CH2:12]2)=[O:10])=[CH:4][CH:3]=1.[NH2:31][C:32]1[CH:37]=[CH:36][C:35]([C:38]2[N:42]([C:43]([O:45][C:46]([CH3:49])([CH3:48])[CH3:47])=[O:44])[NH:41][C:40](=[O:50])[CH:39]=2)=[CH:34][CH:33]=1.C(N(CC)C(C)C)(C)C.C(P1(=O)OP(=O)(CCC)OP(=O)(CCC)O1)CC, predict the reaction product. The product is: [Br:1][C:2]1[CH:3]=[CH:4][C:5]([CH2:6][C@@H:7]([C:26]([NH:31][C:32]2[CH:37]=[CH:36][C:35]([C:38]3[N:42]([C:43]([O:45][C:46]([CH3:48])([CH3:47])[CH3:49])=[O:44])[NH:41][C:40](=[O:50])[CH:39]=3)=[CH:34][CH:33]=2)=[O:28])[NH:8][C:9]([C@H:11]2[CH2:16][CH2:15][C@H:14]([CH2:17][NH:18][C:19]([O:21][C:22]([CH3:25])([CH3:23])[CH3:24])=[O:20])[CH2:13][CH2:12]2)=[O:10])=[CH:29][CH:30]=1. (10) The product is: [C:19]([Si:22]([CH3:24])([CH3:23])[O:12][CH2:11][CH2:10]/[CH:9]=[CH:8]/[CH2:7][C:1]1[CH:6]=[CH:5][CH:4]=[CH:3][CH:2]=1)([CH3:21])([CH3:20])[CH3:18]. Given the reactants [C:1]1([CH2:7]/[CH:8]=[CH:9]/[CH2:10][CH2:11][OH:12])[CH:6]=[CH:5][CH:4]=[CH:3][CH:2]=1.N1C=CN=C1.[CH3:18][C:19]([Si:22](Cl)([CH3:24])[CH3:23])([CH3:21])[CH3:20], predict the reaction product.